Dataset: Full USPTO retrosynthesis dataset with 1.9M reactions from patents (1976-2016). Task: Predict the reactants needed to synthesize the given product. (1) Given the product [NH2:43][C:44]1[N:53]=[CH:52][C:51]2[C:46](=[CH:47][CH:48]=[C:49]([C:4]3[CH:5]=[CH:6][C:7]([C:8]([NH:18][C:17]4[CH:19]=[CH:20][CH:21]=[C:15]([C:14]([F:22])([F:23])[F:13])[CH:16]=4)=[O:10])=[CH:11][CH:12]=3)[CH:50]=2)[N:45]=1, predict the reactants needed to synthesize it. The reactants are: B([C:4]1[CH:12]=[CH:11][C:7]([C:8]([OH:10])=O)=[CH:6][CH:5]=1)(O)O.[F:13][C:14]([F:23])([F:22])[C:15]1[CH:16]=[C:17]([CH:19]=[CH:20][CH:21]=1)[NH2:18].CC(C)N=C=NC(C)C.C1C=CC2N(O)N=NC=2C=1.[NH2:43][C:44]1[N:53]=[CH:52][C:51]2[C:46](=[CH:47][CH:48]=[C:49](Br)[CH:50]=2)[N:45]=1.C(=O)([O-])[O-].[Na+].[Na+]. (2) Given the product [C:13]([O:12][C@@H:11]1[C@H:10]2[O:16][C:4](=[O:3])[C@@H:6]1[O:7][CH2:8][C@@H:9]2[OH:17])(=[O:15])[CH3:14], predict the reactants needed to synthesize it. The reactants are: C([O:3][C:4]([C@H:6]1[C@H:11]([O:12][C:13](=[O:15])[CH3:14])[C@@H:10]([OH:16])[C@@H:9]([OH:17])[CH2:8][O:7]1)=O)C. (3) Given the product [CH2:17]([O:1][C:2]1[CH:3]=[CH:4][C:5]2[CH:9]=[C:8]([C:10]([O:12][CH3:13])=[O:11])[S:7][C:6]=2[CH:14]=1)[C:16]#[CH:15], predict the reactants needed to synthesize it. The reactants are: [OH:1][C:2]1[CH:3]=[CH:4][C:5]2[CH:9]=[C:8]([C:10]([O:12][CH3:13])=[O:11])[S:7][C:6]=2[CH:14]=1.[CH2:15](Br)[C:16]#[CH:17].C(=O)([O-])[O-].[K+].[K+].C(#N)C. (4) Given the product [F:22][C:19]1[CH:20]=[CH:21][C:16]([C:12]2([OH:15])[CH2:13][CH2:14][N:9]([C:4]3[N:3]=[CH:2][NH:7][C:6](=[O:8])[N:5]=3)[CH2:10][CH2:11]2)=[CH:17][CH:18]=1, predict the reactants needed to synthesize it. The reactants are: Cl[C:2]1[NH:7][C:6](=[O:8])[N:5]=[C:4]([N:9]2[CH2:14][CH2:13][C:12]([C:16]3[CH:21]=[CH:20][C:19]([F:22])=[CH:18][CH:17]=3)([OH:15])[CH2:11][CH2:10]2)[N:3]=1.